From a dataset of NCI-60 drug combinations with 297,098 pairs across 59 cell lines. Regression. Given two drug SMILES strings and cell line genomic features, predict the synergy score measuring deviation from expected non-interaction effect. (1) Drug 1: CC1=CC2C(CCC3(C2CCC3(C(=O)C)OC(=O)C)C)C4(C1=CC(=O)CC4)C. Drug 2: C1CN(P(=O)(OC1)NCCCl)CCCl. Cell line: CCRF-CEM. Synergy scores: CSS=3.40, Synergy_ZIP=-0.603, Synergy_Bliss=-1.42, Synergy_Loewe=1.64, Synergy_HSA=-0.179. (2) Drug 1: C1=CC(=CC=C1CCC2=CNC3=C2C(=O)NC(=N3)N)C(=O)NC(CCC(=O)O)C(=O)O. Drug 2: COC1=NC(=NC2=C1N=CN2C3C(C(C(O3)CO)O)O)N. Cell line: UACC-257. Synergy scores: CSS=8.02, Synergy_ZIP=-3.80, Synergy_Bliss=-3.59, Synergy_Loewe=-22.6, Synergy_HSA=-6.51. (3) Drug 1: C1=CC(=CC=C1CCCC(=O)O)N(CCCl)CCCl. Drug 2: C(CN)CNCCSP(=O)(O)O. Cell line: OVCAR-5. Synergy scores: CSS=3.79, Synergy_ZIP=-2.37, Synergy_Bliss=-1.50, Synergy_Loewe=-9.02, Synergy_HSA=-3.95. (4) Drug 1: CN(CC1=CN=C2C(=N1)C(=NC(=N2)N)N)C3=CC=C(C=C3)C(=O)NC(CCC(=O)O)C(=O)O. Drug 2: C1CC(C1)(C(=O)O)C(=O)O.[NH2-].[NH2-].[Pt+2]. Cell line: SNB-19. Synergy scores: CSS=15.2, Synergy_ZIP=-1.09, Synergy_Bliss=-4.19, Synergy_Loewe=-8.55, Synergy_HSA=-7.75.